Dataset: Catalyst prediction with 721,799 reactions and 888 catalyst types from USPTO. Task: Predict which catalyst facilitates the given reaction. (1) Reactant: [Cl:1][C:2]1[C:3](F)=[C:4]([I:14])[C:5]([O:11][CH2:12][CH3:13])=[C:6]([C:8](=[O:10])[CH3:9])[CH:7]=1.[C-:16]#[N:17].[K+]. Product: [C:8]([C:6]1[CH:7]=[C:2]([Cl:1])[C:3]([C:16]#[N:17])=[C:4]([I:14])[C:5]=1[O:11][CH2:12][CH3:13])(=[O:10])[CH3:9]. The catalyst class is: 18. (2) Reactant: [CH2:1]([O:3][C@@H:4]([CH2:10][C:11]1[CH:16]=[CH:15][C:14]([O:17][CH2:18][CH2:19][C:20]2[CH:25]=[CH:24][C:23]([O:26][S:27]([CH3:30])(=[O:29])=[O:28])=[CH:22][CH:21]=2)=[CH:13][CH:12]=1)[C:5]([O:7]CC)=[O:6])[CH3:2].O1CCCC1.O.[OH-].[Li+]. Product: [CH2:1]([O:3][C@@H:4]([CH2:10][C:11]1[CH:12]=[CH:13][C:14]([O:17][CH2:18][CH2:19][C:20]2[CH:21]=[CH:22][C:23]([O:26][S:27]([CH3:30])(=[O:28])=[O:29])=[CH:24][CH:25]=2)=[CH:15][CH:16]=1)[C:5]([OH:7])=[O:6])[CH3:2]. The catalyst class is: 13. (3) Reactant: [Br:1][C:2]1[CH:3]=[C:4](F)[C:5]2[C:6]3[NH:14][C:13](=[O:15])[NH:12][C:11](=[O:16])[C:7]=3[NH:8][C:9]=2[CH:10]=1.[O:18]([CH3:20])[K]. Product: [Br:1][C:2]1[CH:3]=[C:4]([O:18][CH3:20])[C:5]2[C:6]3[NH:14][C:13](=[O:15])[NH:12][C:11](=[O:16])[C:7]=3[NH:8][C:9]=2[CH:10]=1. The catalyst class is: 12. (4) Reactant: [C:1]([O:9]CC)(=O)[CH2:2][C:3]([O:5]CC)=O.[C:12]([C:14]1[CH:19]=[CH:18][C:17]([NH:20][C:21]([NH2:23])=[NH:22])=[CH:16][CH:15]=1)#[N:13].[Na]. Product: [OH:9][C:1]1[CH:2]=[C:3]([OH:5])[N:23]=[C:21]([NH:20][C:17]2[CH:18]=[CH:19][C:14]([C:12]#[N:13])=[CH:15][CH:16]=2)[N:22]=1. The catalyst class is: 8. (5) Reactant: FC(F)(F)C(O)=O.[CH3:8][CH:9]([O:11][C:12]1[CH:19]=[CH:18][C:17]([C:20]2[O:24][N:23]=[C:22]([C:25]3[CH:34]=[CH:33][CH:32]=[C:31]4[C:26]=3[CH2:27][CH2:28][NH:29][CH2:30]4)[N:21]=2)=[CH:16][C:13]=1[C:14]#[N:15])[CH3:10].[OH:35][C@@H:36]([CH2:39]O)[CH:37]=[O:38].C(O[BH-](OC(=O)C)OC(=O)C)(=O)C.[Na+].C(=O)([O-])O.[Na+].C(Cl)[Cl:61]. Product: [ClH:61].[OH:35][C@@H:36]([CH2:37][OH:38])[CH2:39][N:29]1[CH2:28][CH2:27][C:26]2[C:31](=[CH:32][CH:33]=[CH:34][C:25]=2[C:22]2[N:21]=[C:20]([C:17]3[CH:18]=[CH:19][C:12]([O:11][CH:9]([CH3:8])[CH3:10])=[C:13]([CH:16]=3)[C:14]#[N:15])[O:24][N:23]=2)[CH2:30]1. The catalyst class is: 5.